Predict the product of the given reaction. From a dataset of Forward reaction prediction with 1.9M reactions from USPTO patents (1976-2016). (1) Given the reactants [Br:1][C:2]1[CH:8]=[CH:7][C:5]([NH2:6])=[CH:4][C:3]=1[CH3:9].[H-].[Al+3].[Li+].[H-].[H-].[H-].[CH:16](O)=O, predict the reaction product. The product is: [Br:1][C:2]1[CH:8]=[CH:7][C:5]([NH:6][CH3:16])=[CH:4][C:3]=1[CH3:9]. (2) Given the reactants [CH:1](NC(C)C)(C)C.[Li]CCCC.[N:13]1([C:22]([O:24][C:25]([CH3:28])([CH3:27])[CH3:26])=[O:23])[CH2:17][CH2:16][CH2:15][CH:14]1[C:18]([O:20][CH3:21])=[O:19].C([N-]C(C)C)(C)C.[Li+].CI, predict the reaction product. The product is: [CH3:1][C:14]1([C:18]([O:20][CH3:21])=[O:19])[CH2:15][CH2:16][CH2:17][N:13]1[C:22]([O:24][C:25]([CH3:28])([CH3:27])[CH3:26])=[O:23]. (3) Given the reactants [CH:1]1([N:6]2[C:15]3[N:14]=[C:13]([NH:16][CH:17]4[CH2:21][C:20]5=[C:22]([C:26]([OH:28])=O)[CH:23]=[CH:24]C=C5O4)[N:12]=[CH:11][C:10]=3[N:9]([CH3:29])[C:8](=[O:30])[C@H:7]2[CH2:31][CH3:32])[CH2:5][CH2:4][CH2:3][CH2:2]1.F[B-](F)(F)F.N1([O:47][C:48](N(C)C)=[N+](C)C)C2C=CC=CC=2N=N1.[CH:55](N(C(C)C)CC)(C)C.[CH3:64][O:65][C@H:66]([CH2:69][N:70]1[CH2:75][CH2:74][N:73]([CH3:76])[CH2:72][CH2:71]1)[CH2:67][NH2:68].C(=O)([O-])[O-].[Na+].[Na+], predict the reaction product. The product is: [CH:1]1([N:6]2[C:15]3[N:14]=[C:13]([NH:16][C:17]4[CH:24]=[CH:23][C:22]([C:26]([NH:68][CH2:67][C@H:66]([O:65][CH3:64])[CH2:69][N:70]5[CH2:71][CH2:72][N:73]([CH3:76])[CH2:74][CH2:75]5)=[O:28])=[C:20]5[C:21]=4[O:47][CH2:48][CH2:55]5)[N:12]=[CH:11][C:10]=3[N:9]([CH3:29])[C:8](=[O:30])[C@H:7]2[CH2:31][CH3:32])[CH2:5][CH2:4][CH2:3][CH2:2]1. (4) Given the reactants Br[C:2]1[CH:7]=[CH:6][C:5]([C:8]([OH:18])([CH:15](C)C)[CH2:9][N:10]2[CH:14]=[N:13][CH:12]=[N:11]2)=[CH:4][CH:3]=1.C([O-])([O-])=O.[K+].[K+].[C:25]([C:27]1[CH:32]=[CH:31][C:30]([OH:33])=[CH:29][CH:28]=1)#[N:26].O, predict the reaction product. The product is: [OH:18][C:8]([C:5]1[CH:4]=[CH:3][C:2]([O:33][C:30]2[CH:31]=[CH:32][C:27]([C:25]#[N:26])=[CH:28][CH:29]=2)=[CH:7][CH:6]=1)([CH3:15])[CH2:9][N:10]1[CH:14]=[N:13][CH:12]=[N:11]1. (5) Given the reactants [O:1]1[CH:5]=[CH:4][CH:3]=[C:2]1[C:6]1[CH:11]=[CH:10][N:9]=[C:8]([C:12]([F:15])([F:14])[F:13])[CH:7]=1.[Br:16]N1C(=O)CCC1=O, predict the reaction product. The product is: [Br:16][C:5]1[O:1][C:2]([C:6]2[CH:11]=[CH:10][N:9]=[C:8]([C:12]([F:15])([F:13])[F:14])[CH:7]=2)=[CH:3][CH:4]=1. (6) Given the reactants [C:1](O)(=[O:4])[CH2:2][CH3:3].CN(C(ON1N=NC2C=CC=NC1=2)=[N+](C)C)C.F[P-](F)(F)(F)(F)F.[NH2:30][C:31]1[CH:32]=[C:33]([CH:38]=[C:39]([Br:41])[CH:40]=1)[C:34]([O:36][CH3:37])=[O:35], predict the reaction product. The product is: [Br:41][C:39]1[CH:38]=[C:33]([CH:32]=[C:31]([NH:30][C:1](=[O:4])[CH2:2][CH3:3])[CH:40]=1)[C:34]([O:36][CH3:37])=[O:35].